This data is from Experimentally validated miRNA-target interactions with 360,000+ pairs, plus equal number of negative samples. The task is: Binary Classification. Given a miRNA mature sequence and a target amino acid sequence, predict their likelihood of interaction. (1) The miRNA is hsa-miR-4539 with sequence GCUGAACUGGGCUGAGCUGGGC. Result: 0 (no interaction). The protein sequence of the target gene is MSLHPVILLVLVLCLGWKINTQEGSLPDITIFPNSSLMISQGTFVTVVCSYSDKHDLYNMVRLEKDGSTFMEKSTEPYKTEDEFEIGPVNETITGHYSCIYSKGITWSERSKTLELKVIKENVIQTPAPGPTSDTSWLKTYSIYIFTVVSVIFLLCLSALLFCFLRHRQKKQGLPNNKRQQQRPEERLNLATNGLEMTPDIVADDRLPEDRWTETWTPVAGDLQEVTYIQLDHHSLTQRAVGAVTSQSTDMAESSTYAAIIRH. (2) The miRNA is hsa-miR-3124-3p with sequence ACUUUCCUCACUCCCGUGAAGU. The protein sequence of the target gene is MTRKIFTNTRERWRQQNVNSAFAKLRKLIPTHPPDKKLSKNETLRLAMRYINFLVKVLGEQSLQQTGVAAQGNILGLFPQGPHLPGLEDRTLLENYQVPSPGPSHHIP. Result: 1 (interaction). (3) The miRNA is hsa-miR-3650 with sequence AGGUGUGUCUGUAGAGUCC. The protein sequence of the target gene is MGDKKDDKSSPKKSKAKERRDLDDLKKEVAMTEHKMSVEEVCRKYNTDCVQGLTHSKAQEILARDGPNALTPPPTTPEWVKFCRQLFGGFSILLWIGAILCFLAYGIQAGTEDDPSGDNLYLGIVLAAVVIITGCFSYYQEAKSSKIMESFKNMVPQQALVIREGEKMQVNAEEVVVGDLVEIKGGDRVPADLRIISAHGCKVDNSSLTGESEPQTRSPDCTHDNPLETRNITFFSTNCVEGTARGVVVATGDRTVMGRIATLASGLEVGKTPIAIEIEHFIQLITGVAVFLGVSFFILS.... Result: 0 (no interaction). (4) Result: 0 (no interaction). The miRNA is hsa-miR-4302 with sequence CCAGUGUGGCUCAGCGAG. The protein sequence of the target gene is MLPPQLCWLPLLAALLPPVPAQKFSALTFLRVDQDKDRDCSLDCPSSPQKPLCASDGRTFLSRCEFQRAKCKDPQLEIAHRGNCKDVSRCVAERKYTQEQARKEFQQVFIPECNDDGTYSQVQCHSYTGYCWCVTPNGRPISGTAVAHKTPRCPGSINEKVPQREGAGKADDAAAPALETQPQGDEEDIASRYPTLWTEQVKSRQNKTNKNSASSCDQEHQSALEEAKQPKNDNVVIPECAHGGLYKPVQCHPSTGYCWCVLVDTGRPIPGTSTRYEQPKCDNTARAHPAKARDLYKNRP.... (5) The miRNA is mmu-miR-551b-3p with sequence GCGACCCAUACUUGGUUUCAG. The protein sequence of the target gene is MLSRLQELRKEEETLLRLKAALHDQLNRLKVEELALQSMISSRRGDEMLSSHTVPEQSHDMLVHVDNEASINQTTLELSTKSHVTEEEEEEEEEESDS. Result: 0 (no interaction).